From a dataset of Forward reaction prediction with 1.9M reactions from USPTO patents (1976-2016). Predict the product of the given reaction. (1) Given the reactants [N:1]1[CH:6]=[CH:5][CH:4]=[CH:3][C:2]=1[CH2:7][O:8][C:9]1[CH:18]=[C:17](B2OC(C)(C)C(C)(C)O2)[C:16]2[CH2:15][CH2:14][CH2:13][CH2:12][C:11]=2[N:10]=1.Br[C:29]1[C:30]([F:36])=[N:31][CH:32]=[C:33]([CH3:35])[CH:34]=1.ClCl.C(=O)([O-])[O-].[K+].[K+], predict the reaction product. The product is: [F:36][C:30]1[C:29]([C:17]2[C:16]3[CH2:15][CH2:14][CH2:13][CH2:12][C:11]=3[N:10]=[C:9]([O:8][CH2:7][C:2]3[CH:3]=[CH:4][CH:5]=[CH:6][N:1]=3)[CH:18]=2)=[CH:34][C:33]([CH3:35])=[CH:32][N:31]=1. (2) Given the reactants [Cl:1][C:2]1[N:7]=[C:6]([NH:8][CH2:9][CH2:10][CH2:11][NH:12][S:13]([C:16]2[CH:21]=[CH:20][CH:19]=[C:18]([N+:22]([O-])=O)[CH:17]=2)(=[O:15])=[O:14])[C:5]([I:25])=[CH:4][N:3]=1.[OH-].[Na+], predict the reaction product. The product is: [NH2:22][C:18]1[CH:17]=[C:16]([S:13]([NH:12][CH2:11][CH2:10][CH2:9][NH:8][C:6]2[C:5]([I:25])=[CH:4][N:3]=[C:2]([Cl:1])[N:7]=2)(=[O:14])=[O:15])[CH:21]=[CH:20][CH:19]=1. (3) Given the reactants [F:1][C:2]([F:20])([F:19])[CH:3]([C:5]1[CH:10]=[CH:9][CH:8]=[CH:7][C:6]=1[C:11]1[CH:12]=[CH:13][C:14]([C:17]#[N:18])=[N:15][CH:16]=1)[OH:4].[NH2:21][C:22]1[N:27]=[C:26]([C:28]2[CH:33]=[CH:32][C:31]([CH2:34][C@H:35]([NH:39][C:40]([O:42][C:43]([CH3:46])([CH3:45])[CH3:44])=[O:41])[C:36]([OH:38])=[O:37])=[CH:30][CH:29]=2)[CH:25]=[C:24](Cl)[N:23]=1.C(=O)([O-])[O-].[Cs+].[Cs+].Cl, predict the reaction product. The product is: [NH2:21][C:22]1[N:27]=[C:26]([C:28]2[CH:33]=[CH:32][C:31]([CH2:34][C@H:35]([NH:39][C:40]([O:42][C:43]([CH3:46])([CH3:45])[CH3:44])=[O:41])[C:36]([OH:38])=[O:37])=[CH:30][CH:29]=2)[CH:25]=[C:24]([O:4][CH:3]([C:5]2[CH:10]=[CH:9][CH:8]=[CH:7][C:6]=2[C:11]2[CH:16]=[N:15][C:14]([C:17]#[N:18])=[CH:13][CH:12]=2)[C:2]([F:1])([F:19])[F:20])[N:23]=1. (4) Given the reactants [CH3:1][C:2]1[CH:7]=[C:6]([CH3:8])[CH:5]=[CH:4][C:3]=1[C:9]1[C:22](=[O:23])[N:21]([CH3:24])[C:12]2[NH:13][C:14]3[C:19]([C:11]=2[CH:10]=1)=[CH:18][C:17]([CH3:20])=[CH:16][CH:15]=3.[H-].[Na+].[CH3:27]I, predict the reaction product. The product is: [CH3:1][C:2]1[CH:7]=[C:6]([CH3:8])[CH:5]=[CH:4][C:3]=1[C:9]1[C:22](=[O:23])[N:21]([CH3:24])[C:12]2[N:13]([CH3:27])[C:14]3[C:19]([C:11]=2[CH:10]=1)=[CH:18][C:17]([CH3:20])=[CH:16][CH:15]=3. (5) Given the reactants [F:1][C:2]1[CH:7]=[C:6]([I:8])[CH:5]=[CH:4][C:3]=1[N:9]1[C:21]2[C:12](=[CH:13][C:14]3[C:15]([CH3:23])=[N:16][CH:17]=[N:18][C:19]=3[C:20]=2[F:22])[N:11]([S:24]([CH:27]2[CH2:29][CH2:28]2)(=[O:26])=[O:25])C1=O.C[Si](C)(C)[O-].[K+], predict the reaction product. The product is: [F:1][C:2]1[CH:7]=[C:6]([I:8])[CH:5]=[CH:4][C:3]=1[NH:9][C:21]1[C:20]([F:22])=[C:19]2[C:14]([C:15]([CH3:23])=[N:16][CH:17]=[N:18]2)=[CH:13][C:12]=1[NH:11][S:24]([CH:27]1[CH2:28][CH2:29]1)(=[O:25])=[O:26]. (6) Given the reactants [CH3:1][C:2]1[N:3]([CH2:19][C:20]2[CH:25]=[CH:24][C:23]([C@H:26]([CH3:32])[CH2:27][C:28]([O:30][CH3:31])=[O:29])=[CH:22][CH:21]=2)[C:4](=[O:18])[C:5]([C:9]2[CH:14]=[CH:13][C:12]([N+:15]([O-])=O)=[CH:11][CH:10]=2)=[C:6]([CH3:8])[N:7]=1.O.O.[Sn](Cl)Cl.C(=O)([O-])O.[Na+], predict the reaction product. The product is: [NH2:15][C:12]1[CH:11]=[CH:10][C:9]([C:5]2[C:4](=[O:18])[N:3]([CH2:19][C:20]3[CH:25]=[CH:24][C:23]([C@H:26]([CH3:32])[CH2:27][C:28]([O:30][CH3:31])=[O:29])=[CH:22][CH:21]=3)[C:2]([CH3:1])=[N:7][C:6]=2[CH3:8])=[CH:14][CH:13]=1. (7) The product is: [F:4][C:5]1[CH:6]=[CH:7][C:8]([C@@H:11]2[CH2:12][C@@:13]([OH:22])([CH3:25])[CH2:14][C@@H:15]3[N:20]2[C:19](=[O:21])[CH2:18][CH2:17][CH2:16]3)=[CH:9][CH:10]=1. Given the reactants C[Mg]Br.[F:4][C:5]1[CH:10]=[CH:9][C:8]([C@H:11]2[N:20]3[C@H:15]([CH2:16][CH2:17][CH2:18][C:19]3=[O:21])[CH2:14][C:13](=[O:22])[CH2:12]2)=[CH:7][CH:6]=1.[Cl-].[NH4+].[C:25](OCC)(=O)C, predict the reaction product. (8) Given the reactants [Cl:1][C:2]1[CH:3]=[C:4]([C:8]2[CH:9]=[C:10]([CH2:16][C:17]3[CH:18]=[N:19][C:20]([O:23][CH2:24][C:25]([O:27]C)=O)=[N:21][CH:22]=3)[CH:11]=[N:12][C:13]=2[O:14][CH3:15])[CH:5]=[CH:6][CH:7]=1.C(OC)(=O)CO.[H-].[Na+].ClC1N=CC(CC2C=NC(OC)=C(C3C=CC=C(Cl)C=3)C=2)=C[N:39]=1.[NH4+].[Cl-], predict the reaction product. The product is: [Cl:1][C:2]1[CH:3]=[C:4]([C:8]2[CH:9]=[C:10]([CH2:16][C:17]3[CH:22]=[N:21][C:20]([O:23][CH2:24][C:25]([NH2:39])=[O:27])=[N:19][CH:18]=3)[CH:11]=[N:12][C:13]=2[O:14][CH3:15])[CH:5]=[CH:6][CH:7]=1. (9) Given the reactants C(OC([N:8]1[C:12]([C:13]2[CH:14]=[CH:15][C:16]3[C:20]([CH:21]=2)=[N:19][N:18]2[CH:22]=[C:23]([C:44]4[CH:49]=[CH:48][CH:47]=[CH:46][CH:45]=4)[C:24]([C:26]4[CH:31]=[CH:30][C:29]([C:32]5([NH:36]C(OC(C)(C)C)=O)[CH2:35][CH2:34][CH2:33]5)=[CH:28][CH:27]=4)=[N:25][C:17]=32)=[CH:11][CH:10]=[N:9]1)=O)(C)(C)C, predict the reaction product. The product is: [C:44]1([C:23]2[C:24]([C:26]3[CH:27]=[CH:28][C:29]([C:32]4([NH2:36])[CH2:35][CH2:34][CH2:33]4)=[CH:30][CH:31]=3)=[N:25][C:17]3[N:18]([CH:22]=2)[N:19]=[C:20]2[C:16]=3[CH:15]=[CH:14][C:13]([C:12]3[NH:8][N:9]=[CH:10][CH:11]=3)=[CH:21]2)[CH:49]=[CH:48][CH:47]=[CH:46][CH:45]=1.